Dataset: Reaction yield outcomes from USPTO patents with 853,638 reactions. Task: Predict the reaction yield, written as a fraction of the theoretical maximum amount of product (1.0 means a 100% yield; for example, 0.34 means a 34% yield). The reactants are [CH3:1][C:2]1[CH:3]=[C:4]([C:16](=O)[CH3:17])[N:5]=[N:6][C:7]=1[O:8][CH2:9][C:10]([F:15])([F:14])[CH:11]([F:13])[F:12].[CH3:19][C:20]([S@:23]([NH2:25])=[O:24])([CH3:22])[CH3:21]. No catalyst specified. The product is [CH3:19][C:20]([S@:23]([NH:25][CH:16]([C:4]1[N:5]=[N:6][C:7]([O:8][CH2:9][C:10]([F:15])([F:14])[CH:11]([F:13])[F:12])=[C:2]([CH3:1])[CH:3]=1)[CH3:17])=[O:24])([CH3:22])[CH3:21]. The yield is 0.660.